The task is: Predict the reactants needed to synthesize the given product.. This data is from Full USPTO retrosynthesis dataset with 1.9M reactions from patents (1976-2016). (1) Given the product [O:1]=[C:2]1[N:8]([CH:9]2[CH2:14][CH2:13][N:12]([C:15]([O:17][C@H:18]([CH2:34][C:35]3[CH:40]=[C:39]([CH3:41])[C:38]4[NH:42][C:48]([CH3:49])=[N:43][C:37]=4[CH:36]=3)[C:19]([N:21]3[CH2:26][CH2:25][CH:24]([N:27]4[CH2:28][CH2:29][N:30]([CH3:33])[CH2:31][CH2:32]4)[CH2:23][CH2:22]3)=[O:20])=[O:16])[CH2:11][CH2:10]2)[CH2:7][CH2:6][C:5]2[CH:44]=[CH:45][CH:46]=[CH:47][C:4]=2[NH:3]1, predict the reactants needed to synthesize it. The reactants are: [O:1]=[C:2]1[N:8]([CH:9]2[CH2:14][CH2:13][N:12]([C:15]([O:17][C@H:18]([CH2:34][C:35]3[CH:40]=[C:39]([CH3:41])[C:38]([NH2:42])=[C:37]([NH2:43])[CH:36]=3)[C:19]([N:21]3[CH2:26][CH2:25][CH:24]([N:27]4[CH2:32][CH2:31][N:30]([CH3:33])[CH2:29][CH2:28]4)[CH2:23][CH2:22]3)=[O:20])=[O:16])[CH2:11][CH2:10]2)[CH2:7][CH2:6][C:5]2[CH:44]=[CH:45][CH:46]=[CH:47][C:4]=2[NH:3]1.[CH3:48][C:49](O)=O. (2) Given the product [OH:1][C@@H:2]([C@@H:9]([CH2:16][CH2:17][CH2:18][C:19]1[CH:24]=[CH:23][C:22]([O:25][C:26]([F:27])([F:28])[F:29])=[CH:21][CH:20]=1)[C:10]([O:12][CH:13]([CH3:15])[CH3:14])=[O:11])[C:3]([O:5][CH:6]([CH3:8])[CH3:7])=[O:4], predict the reactants needed to synthesize it. The reactants are: [OH:1][C@@H:2]([C@@H:9]([CH2:16]/[CH:17]=[CH:18]/[C:19]1[CH:24]=[CH:23][C:22]([O:25][C:26]([F:29])([F:28])[F:27])=[CH:21][CH:20]=1)[C:10]([O:12][CH:13]([CH3:15])[CH3:14])=[O:11])[C:3]([O:5][CH:6]([CH3:8])[CH3:7])=[O:4].[H][H]. (3) Given the product [CH2:1]([O:3][C:4]([N:6]1[CH2:12][CH2:11][C:10]2[C:13]([Br:17])=[C:14]([C:25](=[O:26])[C:24]([F:34])([F:33])[F:23])[S:15][C:9]=2[CH2:8][CH2:7]1)=[O:5])[CH3:2], predict the reactants needed to synthesize it. The reactants are: [CH2:1]([O:3][C:4]([N:6]1[CH2:12][CH2:11][C:10]2[C:13]([Br:17])=[C:14](Br)[S:15][C:9]=2[CH2:8][CH2:7]1)=[O:5])[CH3:2].[Li]CCCC.[F:23][C:24]([F:34])([F:33])[C:25](C(O)C(F)(F)F)=[O:26]. (4) Given the product [ClH:17].[Br:1][C:2]1[CH:7]=[CH:6][C:5]([C@@H:8]([NH2:10])[CH3:9])=[CH:4][CH:3]=1, predict the reactants needed to synthesize it. The reactants are: [Br:1][C:2]1[CH:7]=[CH:6][C:5]([C@@H:8]([NH:10][S@](C(C)(C)C)=O)[CH3:9])=[CH:4][CH:3]=1.[ClH:17]. (5) Given the product [C:1]1([CH2:7][CH2:8][CH2:9][C:10]#[C:11][C:13]2[CH:14]=[C:15]([CH:18]=[O:19])[S:16][CH:17]=2)[CH:6]=[CH:5][CH:4]=[CH:3][CH:2]=1, predict the reactants needed to synthesize it. The reactants are: [C:1]1([CH2:7][CH2:8][CH2:9][C:10]#[CH:11])[CH:6]=[CH:5][CH:4]=[CH:3][CH:2]=1.Br[C:13]1[CH:14]=[C:15]([CH:18]=[O:19])[S:16][CH:17]=1. (6) Given the product [NH:1]1[C:9]2[C:4](=[CH:5][C:6]([CH:10]=[N:20][C:18]3[CH:17]=[CH:16][N:15]=[C:14]([O:13][CH3:12])[CH:19]=3)=[CH:7][CH:8]=2)[CH:3]=[CH:2]1, predict the reactants needed to synthesize it. The reactants are: [NH:1]1[C:9]2[C:4](=[CH:5][C:6]([CH:10]=O)=[CH:7][CH:8]=2)[CH:3]=[CH:2]1.[CH3:12][O:13][C:14]1[CH:19]=[C:18]([NH2:20])[CH:17]=[CH:16][N:15]=1. (7) Given the product [Br:1][C:2]1[C:10]([N+:11]([O-:13])=[O:12])=[CH:9][CH:8]=[CH:7][C:3]=1[C:4]([O:6][CH3:14])=[O:5], predict the reactants needed to synthesize it. The reactants are: [Br:1][C:2]1[C:10]([N+:11]([O-:13])=[O:12])=[CH:9][CH:8]=[CH:7][C:3]=1[C:4]([O-:6])=[O:5].[C:14](=O)([O-])[O-].[Na+].[Na+].CI.O. (8) Given the product [C:1]([O:5][C:6](=[O:15])[NH:7][C:8]1[CH:13]=[CH:12][C:11]([C:30]#[C:29][C:23]2[CH:28]=[CH:27][CH:26]=[CH:25][CH:24]=2)=[CH:10][CH:9]=1)([CH3:4])([CH3:3])[CH3:2], predict the reactants needed to synthesize it. The reactants are: [C:1]([O:5][C:6](=[O:15])[NH:7][C:8]1[CH:13]=[CH:12][C:11](I)=[CH:10][CH:9]=1)([CH3:4])([CH3:3])[CH3:2].C(N(CC)CC)C.[C:23]1([C:29]#[CH:30])[CH:28]=[CH:27][CH:26]=[CH:25][CH:24]=1. (9) Given the product [CH2:1]([O:3][C:4]([N:6]1[CH2:31][CH2:30][N:29]([O:37][CH3:38])[CH2:28][CH2:27][N:7]1[C:8](=[O:19])[CH2:9][C:10]1[C:11]([CH3:18])=[CH:12][C:13]([CH3:17])=[CH:14][C:15]=1[CH3:16])=[O:5])[CH3:2], predict the reactants needed to synthesize it. The reactants are: [CH2:1]([O:3][C:4]([NH:6][NH:7][C:8](=[O:19])[CH2:9][C:10]1[C:15]([CH3:16])=[CH:14][C:13]([CH3:17])=[CH:12][C:11]=1[CH3:18])=[O:5])[CH3:2].[OH-].[Na+].CS(O[CH2:27][CH2:28][N:29]([O:37][CH3:38])[CH2:30][CH2:31]OS(C)(=O)=O)(=O)=O.